From a dataset of Forward reaction prediction with 1.9M reactions from USPTO patents (1976-2016). Predict the product of the given reaction. (1) Given the reactants C1C=CC(P(N=[N+]=[N-])(C2C=CC=CC=2)=[O:8])=CC=1.[CH3:18][P:19]([CH2:22][C:23]1[CH:24]=[C:25]([N:29]2[C:33](C(O)=O)=[CH:32][C:31]([CH:37]([CH3:39])[CH3:38])=[N:30]2)[CH:26]=[CH:27][CH:28]=1)([CH3:21])=[O:20].CC[N:42]([CH2:45]C)CC.[NH2:47][C:48]1[C:57]2[C:52](=[CH:53][CH:54]=[CH:55][CH:56]=2)[C:51]([O:58][C:59]2[CH:64]=[CH:63][N:62]=[C:61]([NH:65][C:66]3[CH:67]=[C:68]([CH:80]=[C:81]([O:83][CH3:84])[CH:82]=3)[C:69]([NH:71][CH2:72][CH2:73][N:74]3[CH2:79][CH2:78][O:77][CH2:76][CH2:75]3)=[O:70])[CH:60]=2)=[CH:50][CH:49]=1, predict the reaction product. The product is: [CH3:21][P:19]([CH2:22][C:23]1[CH:24]=[C:25]([N:29]2[C:33]([NH:42][C:45](=[O:8])[NH:47][C:48]3[C:57]4[C:52](=[CH:53][CH:54]=[CH:55][CH:56]=4)[C:51]([O:58][C:59]4[CH:64]=[CH:63][N:62]=[C:61]([NH:65][C:66]5[CH:67]=[C:68]([CH:80]=[C:81]([O:83][CH3:84])[CH:82]=5)[C:69]([NH:71][CH2:72][CH2:73][N:74]5[CH2:79][CH2:78][O:77][CH2:76][CH2:75]5)=[O:70])[CH:60]=4)=[CH:50][CH:49]=3)=[CH:32][C:31]([CH:37]([CH3:38])[CH3:39])=[N:30]2)[CH:26]=[CH:27][CH:28]=1)([CH3:18])=[O:20]. (2) Given the reactants [NH2:1][C:2]1[CH:7]=[CH:6][C:5]([C:8](=[O:10])[CH3:9])=[CH:4][C:3]=1I.[F:12][C:13]1[CH:14]=[C:15]([CH:37]=[CH:38][CH:39]=1)[CH2:16][C:17]1[CH:36]=[CH:35][C:20]([C:21]([NH:23][CH2:24][CH2:25][C:26]#[C:27][Si:28]([CH2:33][CH3:34])([CH2:31][CH3:32])[CH2:29][CH3:30])=[O:22])=[CH:19][CH:18]=1.[Cl-].[Li+].C(=O)([O-])[O-].[Na+].[Na+], predict the reaction product. The product is: [C:8]([C:5]1[CH:4]=[C:3]2[C:2](=[CH:7][CH:6]=1)[NH:1][C:27]([Si:28]([CH2:33][CH3:34])([CH2:31][CH3:32])[CH2:29][CH3:30])=[C:26]2[CH2:25][CH2:24][NH:23][C:21](=[O:22])[C:20]1[CH:19]=[CH:18][C:17]([CH2:16][C:15]2[CH:37]=[CH:38][CH:39]=[C:13]([F:12])[CH:14]=2)=[CH:36][CH:35]=1)(=[O:10])[CH3:9]. (3) Given the reactants C([C@@H:4]1[CH2:7][C@H:6]([N:8]2[C:13](=[O:14])[C:12]([CH2:15][C:16]3[CH:21]=[CH:20][C:19]([C:22]4[C:23]([C:28]#[N:29])=[CH:24][CH:25]=[CH:26][CH:27]=4)=[CH:18][C:17]=3[F:30])=[C:11]([CH2:31][CH2:32][CH3:33])[N:10]3[N:34]=[C:35]([CH3:37])[N:36]=[C:9]23)[CH2:5]1)(=O)C.OO.FC(F)(F)C(OC(=O)C(F)(F)F)=[O:43].C(=O)([O-])O.[Na+].S([O-])([O-])(=O)=S.[Na+].[Na+], predict the reaction product. The product is: [F:30][C:17]1[CH:18]=[C:19]([C:22]2[C:23]([C:28]#[N:29])=[CH:24][CH:25]=[CH:26][CH:27]=2)[CH:20]=[CH:21][C:16]=1[CH2:15][C:12]1[C:13](=[O:14])[N:8]([C@H:6]2[CH2:5][C@@H:4]([OH:43])[CH2:7]2)[C:9]2[N:10]([N:34]=[C:35]([CH3:37])[N:36]=2)[C:11]=1[CH2:31][CH2:32][CH3:33]. (4) Given the reactants [CH3:1][S:2]([C:5]1[CH:10]=[CH:9][CH:8]=[CH:7][C:6]=1[S:11](Cl)(=[O:13])=[O:12])(=[O:4])=[O:3].[NH2:15][CH2:16][CH2:17][CH2:18][NH:19][C:20]1[CH:25]=[C:24]([C:26]2[CH:31]=[CH:30][CH:29]=[C:28]([CH3:32])[C:27]=2[CH3:33])[N:23]=[C:22]([NH2:34])[N:21]=1, predict the reaction product. The product is: [NH2:34][C:22]1[N:21]=[C:20]([NH:19][CH2:18][CH2:17][CH2:16][NH:15][S:11]([C:6]2[CH:7]=[CH:8][CH:9]=[CH:10][C:5]=2[S:2]([CH3:1])(=[O:4])=[O:3])(=[O:13])=[O:12])[CH:25]=[C:24]([C:26]2[CH:31]=[CH:30][CH:29]=[C:28]([CH3:32])[C:27]=2[CH3:33])[N:23]=1. (5) Given the reactants Cl[C:2]1[N:7]=[CH:6][C:5]2[N:8]=[C:9]([C:12]3[CH:13]=[N:14][N:15]([CH2:17][O:18][CH2:19][CH2:20][Si:21]([CH3:24])([CH3:23])[CH3:22])[CH:16]=3)[N:10]([CH3:11])[C:4]=2[CH:3]=1.[CH3:25][O:26][CH:27]1[CH2:32][CH2:31][N:30]([C:33]2[N:38]=[C:37]([NH2:39])[CH:36]=[CH:35][N:34]=2)[CH2:29][CH2:28]1.CC(C1C=C(C(C)C)C(C2C=CC=CC=2P(C2CCCCC2)C2CCCCC2)=C(C(C)C)C=1)C.C([O-])([O-])=O.[Cs+].[Cs+], predict the reaction product. The product is: [CH3:25][O:26][CH:27]1[CH2:28][CH2:29][N:30]([C:33]2[N:38]=[C:37]([NH:39][C:2]3[N:7]=[CH:6][C:5]4[N:8]=[C:9]([C:12]5[CH:13]=[N:14][N:15]([CH2:17][O:18][CH2:19][CH2:20][Si:21]([CH3:24])([CH3:23])[CH3:22])[CH:16]=5)[N:10]([CH3:11])[C:4]=4[CH:3]=3)[CH:36]=[CH:35][N:34]=2)[CH2:31][CH2:32]1. (6) Given the reactants [CH3:1][O:2][C:3]1[CH:8]=[CH:7][C:6]([N+:9]([O-])=O)=[CH:5][C:4]=1[NH:12][C:13]1[N:18]=[C:17]([N:19]2[CH:23]=[C:22]([CH:24]=O)[C:21]([CH3:26])=[N:20]2)[C:16]([CH3:27])=[CH:15][N:14]=1.Cl.[NH:29]1[CH2:32][CH:31]([OH:33])[CH2:30]1, predict the reaction product. The product is: [OH:33][CH:31]1[CH2:32][N:29]([CH2:24][C:22]2[C:21]([CH3:26])=[N:20][N:19]([C:17]3[C:16]([CH3:27])=[CH:15][N:14]=[C:13]([NH:12][C:4]4[CH:5]=[C:6]([NH:9][C:3](=[O:2])[CH:4]=[CH2:5])[CH:7]=[CH:8][C:3]=4[O:2][CH3:1])[N:18]=3)[CH:23]=2)[CH2:30]1. (7) The product is: [OH:1][C:2]1[CH:3]=[CH:4][C:5]([C:6]([NH:20][CH2:19][C:18]2[CH:17]=[CH:16][C:15]([N+:12]([O-:14])=[O:13])=[CH:22][CH:21]=2)=[O:8])=[CH:9][CH:10]=1. Given the reactants [OH:1][C:2]1[CH:10]=[CH:9][C:5]([C:6]([OH:8])=O)=[CH:4][CH:3]=1.Cl.[N+:12]([C:15]1[CH:22]=[CH:21][C:18]([CH2:19][NH2:20])=[CH:17][CH:16]=1)([O-:14])=[O:13].C(N(CC)CC)C.CCN=C=NCCCN(C)C.C1C=CC2N(O)N=NC=2C=1, predict the reaction product.